Task: Predict the reactants needed to synthesize the given product.. Dataset: Full USPTO retrosynthesis dataset with 1.9M reactions from patents (1976-2016) (1) The reactants are: [NH:1]1[C:9]2[C:4](=[CH:5][CH:6]=[CH:7][CH:8]=2)[C:3]([C:10](=[O:14])[CH2:11][NH:12][CH3:13])=[CH:2]1.O.[BH4-].[Na+].CC(C)=O. Given the product [NH:1]1[CH:9]2[CH:4]([CH:5]=[CH:6][CH:7]=[CH:8]2)[C:3]([CH:10]([OH:14])[CH2:11][NH:12][CH3:13])=[CH:2]1, predict the reactants needed to synthesize it. (2) The reactants are: [Cl:1]C1C=CC(C)=C(N2CCN([C:14]([C@@H]3[C@H](C4C=CC=C(C)C=4F)CCN([S:30](C(C)C)(=[O:32])=[O:31])C3)=[O:15])CC2)C=1.[Cl:37][C:38]1[CH:39]=[CH:40][C:41](C)=[C:42](N2CCN(C=O)CC2)[CH:43]=1.C(Cl)(Cl)[Cl:54]. Given the product [ClH:1].[CH2:14]=[O:15].[Cl:37][C:38]1[CH:43]=[C:42]([S:30]([Cl:54])(=[O:32])=[O:31])[CH:41]=[CH:40][CH:39]=1, predict the reactants needed to synthesize it. (3) Given the product [Cl:1][C:2]1[CH:3]=[C:4]([Cl:29])[C:5]2[C:6]3[CH2:21][CH2:20][N:19]([C:22]([O:24][C:25]([CH3:27])([CH3:26])[CH3:28])=[O:23])[CH2:18][CH2:17][C:7]=3[N:8]([CH2:11][CH2:12][OH:13])[C:9]=2[CH:10]=1, predict the reactants needed to synthesize it. The reactants are: [Cl:1][C:2]1[CH:3]=[C:4]([Cl:29])[C:5]2[C:6]3[CH2:21][CH2:20][N:19]([C:22]([O:24][C:25]([CH3:28])([CH3:27])[CH3:26])=[O:23])[CH2:18][CH2:17][C:7]=3[N:8]([CH2:11][C:12](OCC)=[O:13])[C:9]=2[CH:10]=1.[Li+].[BH4-].[OH-].[Na+].CCOC(C)=O. (4) Given the product [F:24][C:25]1[CH:33]=[C:32]2[C:28]([CH:29]=[CH:30][NH:31]2)=[C:27]([C:2]2[N:7]=[C:6]([CH2:8][N:9]([CH3:17])[CH2:10][C:11]3[CH:12]=[N:13][CH:14]=[CH:15][CH:16]=3)[CH:5]=[C:4]([N:18]3[CH2:23][CH2:22][O:21][CH2:20][CH2:19]3)[N:3]=2)[CH:26]=1, predict the reactants needed to synthesize it. The reactants are: Cl[C:2]1[N:7]=[C:6]([CH2:8][N:9]([CH3:17])[CH2:10][C:11]2[CH:12]=[N:13][CH:14]=[CH:15][CH:16]=2)[CH:5]=[C:4]([N:18]2[CH2:23][CH2:22][O:21][CH2:20][CH2:19]2)[N:3]=1.[F:24][C:25]1[CH:33]=[C:32]2[C:28]([CH:29]=[CH:30][NH:31]2)=[C:27](B2OC(C)(C)C(C)(C)O2)[CH:26]=1. (5) Given the product [CH3:1][O:2][C:3]1[CH:4]=[C:5]2[C:10](=[CH:11][CH:12]=1)[CH2:9][C:8](=[O:13])[CH2:7][CH2:6]2, predict the reactants needed to synthesize it. The reactants are: [CH3:1][O:2][C:3]1[CH:12]=[CH:11][C:10]2[C:5](=[CH:6][CH:7]=[C:8]([O:13]C)[CH:9]=2)[CH:4]=1.[Na].Cl.O.